Dataset: Forward reaction prediction with 1.9M reactions from USPTO patents (1976-2016). Task: Predict the product of the given reaction. Given the reactants C(N(CC)CC)C.[C:19]([O:18][C:16](O[C:16]([O:18][C:19]([CH3:22])([CH3:21])[CH3:20])=[O:17])=[O:17])([CH3:22])([CH3:21])[CH3:20].[CH2:23]([O:30][C:31]([N:33]1[CH2:38][CH2:37][CH:36]([NH:39][CH2:40][CH2:41][NH:42][C:43]([O:45][C:46]([CH3:49])([CH3:48])[CH3:47])=[O:44])[CH2:35][CH2:34]1)=[O:32])[C:24]1[CH:29]=[CH:28][CH:27]=[CH:26][CH:25]=1, predict the reaction product. The product is: [CH2:23]([O:30][C:31]([N:33]1[CH2:38][CH2:37][CH:36]([N:39]([C:16]([O:18][C:19]([CH3:20])([CH3:21])[CH3:22])=[O:17])[CH2:40][CH2:41][NH:42][C:43]([O:45][C:46]([CH3:49])([CH3:48])[CH3:47])=[O:44])[CH2:35][CH2:34]1)=[O:32])[C:24]1[CH:25]=[CH:26][CH:27]=[CH:28][CH:29]=1.